Dataset: NCI-60 drug combinations with 297,098 pairs across 59 cell lines. Task: Regression. Given two drug SMILES strings and cell line genomic features, predict the synergy score measuring deviation from expected non-interaction effect. (1) Drug 1: C1CN(P(=O)(OC1)NCCCl)CCCl. Drug 2: COCCOC1=C(C=C2C(=C1)C(=NC=N2)NC3=CC=CC(=C3)C#C)OCCOC.Cl. Cell line: NCI/ADR-RES. Synergy scores: CSS=0.644, Synergy_ZIP=-1.99, Synergy_Bliss=-3.10, Synergy_Loewe=-3.49, Synergy_HSA=-2.52. (2) Drug 2: C1CCC(C(C1)N)N.C(=O)(C(=O)[O-])[O-].[Pt+4]. Cell line: 786-0. Drug 1: C1CCC(C1)C(CC#N)N2C=C(C=N2)C3=C4C=CNC4=NC=N3. Synergy scores: CSS=31.4, Synergy_ZIP=-6.32, Synergy_Bliss=2.43, Synergy_Loewe=-26.6, Synergy_HSA=3.91. (3) Drug 1: C1C(C(OC1N2C=C(C(=O)NC2=O)F)CO)O. Drug 2: CC1=C(N=C(N=C1N)C(CC(=O)N)NCC(C(=O)N)N)C(=O)NC(C(C2=CN=CN2)OC3C(C(C(C(O3)CO)O)O)OC4C(C(C(C(O4)CO)O)OC(=O)N)O)C(=O)NC(C)C(C(C)C(=O)NC(C(C)O)C(=O)NCCC5=NC(=CS5)C6=NC(=CS6)C(=O)NCCC[S+](C)C)O. Cell line: UACC-257. Synergy scores: CSS=8.93, Synergy_ZIP=-3.02, Synergy_Bliss=0.0580, Synergy_Loewe=0.672, Synergy_HSA=0.895. (4) Drug 1: CCC1(CC2CC(C3=C(CCN(C2)C1)C4=CC=CC=C4N3)(C5=C(C=C6C(=C5)C78CCN9C7C(C=CC9)(C(C(C8N6C=O)(C(=O)OC)O)OC(=O)C)CC)OC)C(=O)OC)O.OS(=O)(=O)O. Drug 2: C1C(C(OC1N2C=NC(=NC2=O)N)CO)O. Cell line: T-47D. Synergy scores: CSS=-0.519, Synergy_ZIP=3.54, Synergy_Bliss=4.14, Synergy_Loewe=3.77, Synergy_HSA=-0.745. (5) Drug 1: CC1=C(C=C(C=C1)NC2=NC=CC(=N2)N(C)C3=CC4=NN(C(=C4C=C3)C)C)S(=O)(=O)N.Cl. Drug 2: CC1CCCC2(C(O2)CC(NC(=O)CC(C(C(=O)C(C1O)C)(C)C)O)C(=CC3=CSC(=N3)C)C)C. Cell line: NCI/ADR-RES. Synergy scores: CSS=-4.39, Synergy_ZIP=1.50, Synergy_Bliss=0.306, Synergy_Loewe=-2.33, Synergy_HSA=-2.02. (6) Drug 1: CN(C)N=NC1=C(NC=N1)C(=O)N. Drug 2: C1C(C(OC1N2C=NC(=NC2=O)N)CO)O. Cell line: KM12. Synergy scores: CSS=7.52, Synergy_ZIP=-5.69, Synergy_Bliss=-5.41, Synergy_Loewe=-2.16, Synergy_HSA=-1.84. (7) Drug 1: CC(C)(C#N)C1=CC(=CC(=C1)CN2C=NC=N2)C(C)(C)C#N. Drug 2: CC=C1C(=O)NC(C(=O)OC2CC(=O)NC(C(=O)NC(CSSCCC=C2)C(=O)N1)C(C)C)C(C)C. Cell line: RXF 393. Synergy scores: CSS=22.1, Synergy_ZIP=-8.89, Synergy_Bliss=-6.07, Synergy_Loewe=-14.6, Synergy_HSA=-4.39.